From a dataset of NCI-60 drug combinations with 297,098 pairs across 59 cell lines. Regression. Given two drug SMILES strings and cell line genomic features, predict the synergy score measuring deviation from expected non-interaction effect. (1) Drug 1: CC1=C(C=C(C=C1)NC2=NC=CC(=N2)N(C)C3=CC4=NN(C(=C4C=C3)C)C)S(=O)(=O)N.Cl. Drug 2: CCN(CC)CCNC(=O)C1=C(NC(=C1C)C=C2C3=C(C=CC(=C3)F)NC2=O)C. Cell line: NCI-H226. Synergy scores: CSS=5.27, Synergy_ZIP=-0.0499, Synergy_Bliss=-1.38, Synergy_Loewe=-4.18, Synergy_HSA=-4.12. (2) Drug 1: C1=CC(=CC=C1CC(C(=O)O)N)N(CCCl)CCCl.Cl. Drug 2: CC1=C(C(=O)C2=C(C1=O)N3CC4C(C3(C2COC(=O)N)OC)N4)N. Cell line: A549. Synergy scores: CSS=47.2, Synergy_ZIP=-4.32, Synergy_Bliss=-2.15, Synergy_Loewe=-10.6, Synergy_HSA=1.22. (3) Drug 1: C1=CC(=CC=C1CCCC(=O)O)N(CCCl)CCCl. Drug 2: CCCCCOC(=O)NC1=NC(=O)N(C=C1F)C2C(C(C(O2)C)O)O. Cell line: KM12. Synergy scores: CSS=5.79, Synergy_ZIP=-1.63, Synergy_Bliss=-0.224, Synergy_Loewe=-2.01, Synergy_HSA=0.384. (4) Synergy scores: CSS=10.2, Synergy_ZIP=-2.40, Synergy_Bliss=-0.914, Synergy_Loewe=2.39, Synergy_HSA=0.726. Drug 2: C(CC(=O)O)C(=O)CN.Cl. Cell line: SK-MEL-2. Drug 1: CCN(CC)CCNC(=O)C1=C(NC(=C1C)C=C2C3=C(C=CC(=C3)F)NC2=O)C. (5) Drug 1: C1=CN(C(=O)N=C1N)C2C(C(C(O2)CO)O)O.Cl. Drug 2: CCN(CC)CCNC(=O)C1=C(NC(=C1C)C=C2C3=C(C=CC(=C3)F)NC2=O)C. Cell line: NCI-H226. Synergy scores: CSS=2.33, Synergy_ZIP=0.332, Synergy_Bliss=2.30, Synergy_Loewe=-3.60, Synergy_HSA=-2.46. (6) Drug 1: C1CCC(C(C1)N)N.C(=O)(C(=O)[O-])[O-].[Pt+4]. Drug 2: CCC1(C2=C(COC1=O)C(=O)N3CC4=CC5=C(C=CC(=C5CN(C)C)O)N=C4C3=C2)O.Cl. Cell line: NCIH23. Synergy scores: CSS=37.8, Synergy_ZIP=-2.96, Synergy_Bliss=-1.43, Synergy_Loewe=-30.4, Synergy_HSA=-0.520.